This data is from Reaction yield outcomes from USPTO patents with 853,638 reactions. The task is: Predict the reaction yield, written as a fraction of the theoretical maximum amount of product (1.0 means a 100% yield; for example, 0.34 means a 34% yield). The reactants are [CH3:1][O:2][C:3](=[O:23])[CH:4]=[CH:5][C:6]1[CH:11]=[CH:10][C:9]([C:12]2[C:21]3[C:16](=[CH:17][CH:18]=[CH:19][CH:20]=3)[CH2:15][CH2:14][C:13]=2Br)=[CH:8][CH:7]=1.[C:24]1(B(O)O)[CH:29]=[CH:28][CH:27]=[CH:26][CH:25]=1. The catalyst is CC#N. The product is [CH3:1][O:2][C:3](=[O:23])[CH:4]=[CH:5][C:6]1[CH:11]=[CH:10][C:9]([C:12]2[C:21]3[C:16](=[CH:17][CH:18]=[CH:19][CH:20]=3)[CH2:15][CH2:14][C:13]=2[C:24]2[CH:29]=[CH:28][CH:27]=[CH:26][CH:25]=2)=[CH:8][CH:7]=1. The yield is 0.500.